The task is: Predict which catalyst facilitates the given reaction.. This data is from Catalyst prediction with 721,799 reactions and 888 catalyst types from USPTO. Product: [C:1]([O:5][C:6]([N:8]1[CH2:14][CH2:13][CH2:12][C@H:9]1[CH2:10][O:11][CH2:19][C:18]([O:17][CH2:15][CH3:16])=[O:22])=[O:7])([CH3:4])([CH3:2])[CH3:3]. The catalyst class is: 26. Reactant: [C:1]([O:5][C:6]([N:8]1[CH2:14][CH2:13][CH2:12][C@H:9]1[CH2:10][OH:11])=[O:7])([CH3:4])([CH3:3])[CH3:2].[CH2:15]([O:17][C:18](=[O:22])[CH:19]=[N+]=[N-])[CH3:16].